This data is from Full USPTO retrosynthesis dataset with 1.9M reactions from patents (1976-2016). The task is: Predict the reactants needed to synthesize the given product. (1) The reactants are: [OH:1][C:2]1[C:7]2[CH:8]=[C:9]([CH3:11])[O:10][C:6]=2[CH:5]=[C:4]([C:12]([O:14][CH2:15][CH3:16])=[O:13])[CH:3]=1.Br[C:18]1[CH:23]=[N+:22]([O-:24])[C:21]([C:25]([N:27]([CH3:29])[CH3:28])=[O:26])=[CH:20][CH:19]=1. Given the product [CH3:28][N:27]([CH3:29])[C:25]([C:21]1[N+:22]([O-:24])=[CH:23][C:18]([O:1][C:2]2[C:7]3[CH:8]=[C:9]([CH3:11])[O:10][C:6]=3[CH:5]=[C:4]([C:12]([O:14][CH2:15][CH3:16])=[O:13])[CH:3]=2)=[CH:19][CH:20]=1)=[O:26], predict the reactants needed to synthesize it. (2) Given the product [OH:12][C:8]1[C:9]2[C:4](=[CH:3][C:2]([C:16]3[CH:17]=[C:18]([CH:22]=[CH:23][C:24]=3[CH3:25])[C:19]([OH:21])=[O:20])=[CH:11][CH:10]=2)[CH:5]=[N:6][N:7]=1, predict the reactants needed to synthesize it. The reactants are: Cl[C:2]1[CH:3]=[C:4]2[C:9](=[CH:10][CH:11]=1)[C:8]([OH:12])=[N:7][N:6]=[CH:5]2.B([C:16]1[CH:17]=[C:18]([CH:22]=[CH:23][C:24]=1[CH3:25])[C:19]([OH:21])=[O:20])(O)O.C1(P(C2CCCCC2)C2C=CC=CC=2C2C=CC=CC=2C)CCCCC1.C1(NC2CCCCC2)CCCCC1.[OH-].[Na+].